Dataset: CYP2C9 inhibition data for predicting drug metabolism from PubChem BioAssay. Task: Regression/Classification. Given a drug SMILES string, predict its absorption, distribution, metabolism, or excretion properties. Task type varies by dataset: regression for continuous measurements (e.g., permeability, clearance, half-life) or binary classification for categorical outcomes (e.g., BBB penetration, CYP inhibition). Dataset: cyp2c9_veith. The result is 1 (inhibitor). The drug is O=C(Nc1nnc(SCc2ccc(Cl)cc2Cl)s1)C1COc2ccccc2O1.